Task: Predict the reactants needed to synthesize the given product.. Dataset: Full USPTO retrosynthesis dataset with 1.9M reactions from patents (1976-2016) (1) Given the product [CH2:29]([O:31][C:32](=[O:48])[CH:33]=[CH:54][C:51]1[CH:52]=[CH:53][S:49][CH:50]=1)[CH3:30], predict the reactants needed to synthesize it. The reactants are: C[Si]([N-][Si](C)(C)C)(C)C.[K+].C1OCCOCCOCCOCCOCCOC1.[CH2:29]([O:31][C:32](=[O:48])[CH2:33]P(OCC(F)(F)F)(OCC(F)(F)F)=O)[CH3:30].[S:49]1[CH:53]=[CH:52][C:51]([CH:54]=O)=[CH:50]1. (2) Given the product [Cl:1][C:2]1[CH:9]=[CH:8][CH:7]=[CH:6][C:3]=1[N:4]([CH3:5])[C:24]([C:22]1[S:23][C:19]2[C:18]3[CH:17]=[CH:16][CH:15]=[CH:14][C:13]=3[O:12][C:11]([CH3:27])([CH3:10])[C:20]=2[CH:21]=1)=[O:25], predict the reactants needed to synthesize it. The reactants are: [Cl:1][C:2]1[CH:9]=[CH:8][CH:7]=[CH:6][C:3]=1[NH:4][CH3:5].[CH3:10][C:11]1([CH3:27])[C:20]2[CH:21]=[C:22]([C:24](Cl)=[O:25])[S:23][C:19]=2[C:18]2[CH:17]=[CH:16][CH:15]=[CH:14][C:13]=2[O:12]1. (3) The reactants are: [OH:1][C:2]1[CH:9]=[CH:8][C:5]([CH:6]=[O:7])=[CH:4][CH:3]=1.[CH3:10][N:11]([CH3:15])[C:12](Cl)=[O:13].Cl.C(OCC)(=O)C. Given the product [CH3:10][N:11]([CH3:15])[C:12](=[O:13])[O:1][C:2]1[CH:9]=[CH:8][C:5]([CH:6]=[O:7])=[CH:4][CH:3]=1, predict the reactants needed to synthesize it. (4) Given the product [CH3:31][O:30][C:27]1[N:26]=[CH:25][C:24]([NH:23][C:2]2[C:7]([C:8]3[N:16]=[CH:15][N:14]=[C:13]4[C:9]=3[N:10]=[CH:11][N:12]4[CH:17]3[CH2:22][CH2:21][CH2:20][CH2:19][O:18]3)=[CH:6][CH:5]=[CH:4][N:3]=2)=[CH:29][CH:28]=1, predict the reactants needed to synthesize it. The reactants are: F[C:2]1[C:7]([C:8]2[N:16]=[CH:15][N:14]=[C:13]3[C:9]=2[N:10]=[CH:11][N:12]3[CH:17]2[CH2:22][CH2:21][CH2:20][CH2:19][O:18]2)=[CH:6][CH:5]=[CH:4][N:3]=1.[NH2:23][C:24]1[CH:25]=[N:26][C:27]([O:30][CH3:31])=[CH:28][CH:29]=1.[Li+].C[Si]([N-][Si](C)(C)C)(C)C. (5) Given the product [Br:45][CH2:46][CH2:47][CH2:48][O:34][C:33]([CH:30]1[CH2:29][CH2:28][CH:27]([CH:24]2[CH2:25][CH2:26][CH:21]([CH2:16][CH2:17][CH2:18][CH2:19][CH3:20])[CH2:22][CH2:23]2)[CH2:32][CH2:31]1)=[O:35], predict the reactants needed to synthesize it. The reactants are: C1CCC(N=C=NC2CCCCC2)CC1.[CH2:16]([CH:21]1[CH2:26][CH2:25][CH:24]([CH:27]2[CH2:32][CH2:31][CH:30]([C:33]([OH:35])=[O:34])[CH2:29][CH2:28]2)[CH2:23][CH2:22]1)[CH2:17][CH2:18][CH2:19][CH3:20].CN(C1C=CC=CN=1)C.[Br:45][CH2:46][CH2:47][CH2:48]O.C(O)(=O)C(O)=O. (6) Given the product [CH3:14][N:1]1[CH2:5][CH2:4][C@@H:3]([NH:6][C:7](=[O:13])[O:8][C:9]([CH3:10])([CH3:12])[CH3:11])[CH2:2]1, predict the reactants needed to synthesize it. The reactants are: [NH:1]1[CH2:5][CH2:4][C@@H:3]([NH:6][C:7](=[O:13])[O:8][C:9]([CH3:12])([CH3:11])[CH3:10])[CH2:2]1.[CH2:14]=O.CO.[BH4-].[Na+].